Dataset: Full USPTO retrosynthesis dataset with 1.9M reactions from patents (1976-2016). Task: Predict the reactants needed to synthesize the given product. (1) Given the product [CH3:60][C:43]1[CH:42]=[C:41]([B:61]2[O:65][C:64]([CH3:67])([CH3:66])[C:63]([CH3:69])([CH3:68])[O:62]2)[CH:59]=[CH:58][C:44]=1[CH2:45][NH:46][C:47]([C:49]1[O:50][C:51]([C:54]([CH3:57])([CH3:56])[CH3:55])=[N:52][N:53]=1)=[O:48], predict the reactants needed to synthesize it. The reactants are: C(C1C=C2C(=C(F)C=1)C(=O)N(CC1C=CC(C3C=CN=C4NC(C5C=NN(C)C=5)=NC=34)=CC=1F)N=C2)(C)(C)C.Br[C:41]1[CH:59]=[CH:58][C:44]([CH2:45][NH:46][C:47]([C:49]2[O:50][C:51]([C:54]([CH3:57])([CH3:56])[CH3:55])=[N:52][N:53]=2)=[O:48])=[C:43]([CH3:60])[CH:42]=1.[B:61]1(B2OC(C)(C)C(C)(C)O2)[O:65][C:64]([CH3:67])([CH3:66])[C:63]([CH3:69])([CH3:68])[O:62]1.C1(P(C2CCCCC2)C2C=CC=CC=2C2C(C(C)C)=CC(C(C)C)=CC=2C(C)C)CCCCC1.C([O-])(=O)C.[K+].O1CCOCC1. (2) Given the product [C:1]1([NH:11][CH2:12][C:14]2([C:20]3[CH:25]=[CH:24][CH:23]=[CH:22][CH:21]=3)[CH2:15][CH2:16][CH2:17][CH2:18][CH2:19]2)[C:10]2[C:5](=[CH:6][CH:7]=[CH:8][CH:9]=2)[CH:4]=[CH:3][N:2]=1, predict the reactants needed to synthesize it. The reactants are: [C:1]1([NH:11][C:12]([C:14]2([C:20]3[CH:25]=[CH:24][CH:23]=[CH:22][CH:21]=3)[CH2:19][CH2:18][CH2:17][CH2:16][CH2:15]2)=O)[C:10]2[C:5](=[CH:6][CH:7]=[CH:8][CH:9]=2)[CH:4]=[CH:3][N:2]=1.[H-].[Al+3].[Li+].[H-].[H-].[H-]. (3) Given the product [Cl:8][C:5]1[CH:6]=[CH:7][C:2]([O:9][CH2:10][CH3:11])=[N:3][CH:4]=1, predict the reactants needed to synthesize it. The reactants are: Cl[C:2]1[CH:7]=[CH:6][C:5]([Cl:8])=[CH:4][N:3]=1.[O-:9][CH2:10][CH3:11].[Na+]. (4) Given the product [CH3:1][O:2][CH2:3][CH2:4][CH2:5][C:6]1[CH:7]=[C:8]2[C:27](=[CH:28][CH:29]=1)[O:26][CH2:25][C:21]1([CH2:24][O:23][CH2:22]1)[C:9]12[CH2:13][O:12][C:11]([N:14]([C:18]([O:20][C:9]([CH3:21])([CH3:13])[CH3:8])=[O:19])[C:15]([O:17][C:6]([CH3:7])([CH3:29])[CH3:5])=[O:16])=[N:10]1, predict the reactants needed to synthesize it. The reactants are: [CH3:1][O:2][CH2:3][C:4]#[C:5][C:6]1[CH:7]=[C:8]2[C:27](=[CH:28][CH:29]=1)[O:26][CH2:25][C:21]1([CH2:24][O:23][CH2:22]1)[C:9]12[CH2:13][O:12][C:11]([N:14]([C:18]([O-:20])=[O:19])[C:15]([O-:17])=[O:16])=[N:10]1. (5) Given the product [CH3:4][O:5][CH2:6][CH2:7][O:8][CH2:9][CH2:10][O:11][CH2:12][CH2:13][C:14]([NH:2][NH2:3])=[O:16], predict the reactants needed to synthesize it. The reactants are: O.[NH2:2][NH2:3].[CH3:4][O:5][CH2:6][CH2:7][O:8][CH2:9][CH2:10][O:11][CH2:12][CH2:13][C:14]([O:16]CC)=O. (6) The reactants are: [Cl:1][C:2]1[N:11]=[C:10](Cl)[C:9]2[C:4](=[C:5]([CH3:13])[CH:6]=[CH:7][CH:8]=2)[N:3]=1.[OH:14][CH2:15][C:16]([NH:18][NH2:19])=[O:17].C1COCC1.C(N(C(C)C)CC)(C)C. Given the product [Cl:1][C:2]1[N:11]=[C:10]([NH:19][NH:18][C:16](=[O:17])[CH2:15][OH:14])[C:9]2[C:4](=[C:5]([CH3:13])[CH:6]=[CH:7][CH:8]=2)[N:3]=1, predict the reactants needed to synthesize it. (7) Given the product [ClH:13].[Cl:13][C:14]1[C:19]([Cl:20])=[CH:18][CH:17]=[CH:16][C:15]=1[O:10][CH:9]1[CH2:8][N:7]([CH3:11])[CH2:6][C:5]2[O:12][C:2]([CH3:1])=[CH:3][C:4]1=2, predict the reactants needed to synthesize it. The reactants are: [CH3:1][C:2]1[O:12][C:5]2[CH2:6][N:7]([CH3:11])[CH2:8][CH:9]([OH:10])[C:4]=2[CH:3]=1.[Cl:13][C:14]1[C:19]([Cl:20])=[CH:18][CH:17]=[CH:16][C:15]=1F.